Dataset: Catalyst prediction with 721,799 reactions and 888 catalyst types from USPTO. Task: Predict which catalyst facilitates the given reaction. (1) Reactant: [C:1]([NH:4][C:5]1[N:27]=[C:8]2[C:9]([C:17]3[CH:22]=[CH:21][CH:20]=[C:19]([C:23]([F:26])([F:25])[F:24])[CH:18]=3)=[C:10]([CH3:16])[C:11]([C:13]([NH2:15])=[O:14])=[CH:12][N:7]2[N:6]=1)(=[O:3])[CH3:2].CO[CH:30](OC)[N:31]([CH3:33])[CH3:32]. Product: [CH3:30][N:31]([CH3:33])/[CH:32]=[N:15]/[C:13]([C:11]1[C:10]([CH3:16])=[C:9]([C:17]2[CH:22]=[CH:21][CH:20]=[C:19]([C:23]([F:26])([F:25])[F:24])[CH:18]=2)[C:8]2[N:7]([N:6]=[C:5]([NH:4][C:1](=[O:3])[CH3:2])[N:27]=2)[CH:12]=1)=[O:14]. The catalyst class is: 1. (2) Reactant: [NH2:1][CH2:2][CH2:3][CH2:4][CH2:5][CH2:6][O:7][C:8]1[C:31]([O:32][CH3:33])=[CH:30][C:11]2[C:12]3[N:17]([CH:18]([C:20]([CH3:23])([CH3:22])[CH3:21])[CH2:19][C:10]=2[CH:9]=1)[CH:16]=[C:15]([C:24]([O:26][CH2:27][CH3:28])=[O:25])[C:14](=[O:29])[CH:13]=3.[C:34](OC(=O)C)(=[O:36])[CH3:35].CCN(CC)CC. Product: [C:34]([NH:1][CH2:2][CH2:3][CH2:4][CH2:5][CH2:6][O:7][C:8]1[C:31]([O:32][CH3:33])=[CH:30][C:11]2[C:12]3[N:17]([CH:18]([C:20]([CH3:23])([CH3:21])[CH3:22])[CH2:19][C:10]=2[CH:9]=1)[CH:16]=[C:15]([C:24]([O:26][CH2:27][CH3:28])=[O:25])[C:14](=[O:29])[CH:13]=3)(=[O:36])[CH3:35]. The catalyst class is: 2. (3) Reactant: [NH:1]1[CH2:4][CH:3]([CH2:5][C:6]2[N:7]([CH3:33])[C:8]3[C:13]([N:14]=2)=[C:12]([N:15]2[CH2:20][CH2:19][O:18][CH2:17][CH2:16]2)[N:11]=[C:10]([N:21]2[C:25]4[CH:26]=[CH:27][CH:28]=[CH:29][C:24]=4[N:23]=[C:22]2[C@H:30]([OH:32])[CH3:31])[N:9]=3)[CH2:2]1.[OH:34][C:35]([CH3:40])([CH3:39])[C:36](O)=[O:37].C1C=CC2N(O)N=NC=2C=1.CN1CCOCC1.CCN=C=NCCCN(C)C. Product: [OH:34][C:35]([CH3:40])([CH3:39])[C:36]([N:1]1[CH2:4][CH:3]([CH2:5][C:6]2[N:7]([CH3:33])[C:8]3[C:13]([N:14]=2)=[C:12]([N:15]2[CH2:20][CH2:19][O:18][CH2:17][CH2:16]2)[N:11]=[C:10]([N:21]2[C:25]4[CH:26]=[CH:27][CH:28]=[CH:29][C:24]=4[N:23]=[C:22]2[C@H:30]([OH:32])[CH3:31])[N:9]=3)[CH2:2]1)=[O:37]. The catalyst class is: 2. (4) Reactant: [OH:1][CH:2]1[CH2:7][CH2:6][NH:5][CH2:4][CH2:3]1.[CH:8]1([NH:11][C:12]([N:14]2[C:22]3[C:17](=[CH:18][C:19]([O:23][C:24]4[CH:29]=[CH:28][N:27]=[C:26]([N:30](C(OC5C=CC=CC=5)=O)[C:31](=[O:39])OC5C=CC=CC=5)[CH:25]=4)=[CH:20][CH:21]=3)[CH:16]=[CH:15]2)=[O:13])[CH2:10][CH2:9]1.C1(NC(N2C3C(=CC(OC4C=CN=C(NC(N5CCC(N6CCCC6)CC5)=O)C=4)=CC=3)C=C2)=O)CC1. Product: [CH:8]1([NH:11][C:12]([N:14]2[C:22]3[C:17](=[CH:18][C:19]([O:23][C:24]4[CH:29]=[CH:28][N:27]=[C:26]([NH:30][C:31]([N:5]5[CH2:6][CH2:7][CH:2]([OH:1])[CH2:3][CH2:4]5)=[O:39])[CH:25]=4)=[CH:20][CH:21]=3)[CH:16]=[CH:15]2)=[O:13])[CH2:10][CH2:9]1. The catalyst class is: 9. (5) Reactant: Br[C:2]1[CH:3]=[CH:4][C:5]2[S:9](=[O:11])(=[O:10])[NH:8][CH2:7][C:6]=2[CH:12]=1.[F:13][C:14]1[CH:22]=[C:21]2[C:17]([C:18](B3OC(C)(C)C(C)(C)O3)=[CH:19][N:20]2[C:23]([O:25][C:26]([CH3:29])([CH3:28])[CH3:27])=[O:24])=[CH:16][CH:15]=1.C([O-])([O-])=O.[K+].[K+]. Product: [O:10]=[S:9]1(=[O:11])[C:5]2[CH:4]=[CH:3][C:2]([C:18]3[C:17]4[C:21](=[CH:22][C:14]([F:13])=[CH:15][CH:16]=4)[N:20]([C:23]([O:25][C:26]([CH3:29])([CH3:28])[CH3:27])=[O:24])[CH:19]=3)=[CH:12][C:6]=2[CH2:7][NH:8]1. The catalyst class is: 70. (6) Reactant: [N:1]1C=CC=CC=1.[Cl:7][C:8]1[CH:14]=[CH:13][C:12]([CH3:15])=[CH:11][C:9]=1N.[CH3:16][S:17](Cl)(=[O:19])=[O:18]. Product: [Cl:7][C:8]1[CH:14]=[CH:13][C:12]([CH3:15])=[C:11]([NH:1][S:17]([CH3:16])(=[O:19])=[O:18])[CH:9]=1. The catalyst class is: 866. (7) Reactant: [C:1]([O:9][C:10]1[C:19]2[C:14](=[CH:15][CH:16]=[CH:17][CH:18]=2)[C:13]([OH:20])=[C:12]([CH3:21])[CH:11]=1)(=[O:8])[C:2]1[CH:7]=[CH:6][CH:5]=[CH:4][CH:3]=1.C(=O)([O-])[O-].[K+].[K+].[CH2:28](Br)[C:29]1[CH:34]=[CH:33][CH:32]=[CH:31][CH:30]=1. Product: [CH2:28]([O:20][C:13]1[C:14]2[C:19](=[CH:18][CH:17]=[CH:16][CH:15]=2)[C:10]([O:9][C:1](=[O:8])[C:2]2[CH:3]=[CH:4][CH:5]=[CH:6][CH:7]=2)=[CH:11][C:12]=1[CH3:21])[C:29]1[CH:34]=[CH:33][CH:32]=[CH:31][CH:30]=1. The catalyst class is: 21. (8) Reactant: Cl.Cl.[C:3]([C:7]1[CH:12]=[CH:11][CH:10]=[CH:9][C:8]=1[N:13]1[CH2:18][CH2:17][NH:16][CH2:15][CH2:14]1)([CH3:6])([CH3:5])[CH3:4].Cl[C:20]([C:22]1[CH:31]=[CH:30][C:25]([C:26]([O:28][CH3:29])=[O:27])=[CH:24][CH:23]=1)=[O:21].C(N(CC)CC)C.O1CCCC1. The catalyst class is: 6. Product: [C:3]([C:7]1[CH:12]=[CH:11][CH:10]=[CH:9][C:8]=1[N:13]1[CH2:18][CH2:17][N:16]([C:20]([C:22]2[CH:31]=[CH:30][C:25]([C:26]([O:28][CH3:29])=[O:27])=[CH:24][CH:23]=2)=[O:21])[CH2:15][CH2:14]1)([CH3:6])([CH3:4])[CH3:5].